Dataset: CYP1A2 inhibition data for predicting drug metabolism from PubChem BioAssay. Task: Regression/Classification. Given a drug SMILES string, predict its absorption, distribution, metabolism, or excretion properties. Task type varies by dataset: regression for continuous measurements (e.g., permeability, clearance, half-life) or binary classification for categorical outcomes (e.g., BBB penetration, CYP inhibition). Dataset: cyp1a2_veith. The compound is CCCCNC(=O)NS(=O)(=O)c1ccc(C(=O)OC(C)C)o1. The result is 0 (non-inhibitor).